This data is from Catalyst prediction with 721,799 reactions and 888 catalyst types from USPTO. The task is: Predict which catalyst facilitates the given reaction. (1) Reactant: [OH:1][C:2]1[CH:7]=[CH:6][N:5]=[CH:4][C:3]=1[NH2:8].[CH2:9]([O:16][C:17]1[CH:25]=[CH:24][C:20]([C:21](O)=O)=[CH:19][CH:18]=1)[C:10]1[CH:15]=[CH:14][CH:13]=[CH:12][CH:11]=1.C1(P(C2C=CC=CC=2)C2C=CC=CC=2)C=CC=CC=1.ClC(Cl)(Cl)C#N. Product: [CH2:9]([O:16][C:17]1[CH:18]=[CH:19][C:20]([C:21]2[O:1][C:2]3[CH:7]=[CH:6][N:5]=[CH:4][C:3]=3[N:8]=2)=[CH:24][CH:25]=1)[C:10]1[CH:11]=[CH:12][CH:13]=[CH:14][CH:15]=1. The catalyst class is: 10. (2) Reactant: Br[C:2]1[CH:3]=[C:4]([N:8]([CH2:19][C:20]([O:22][C:23]([CH3:26])([CH3:25])[CH3:24])=[O:21])[C:9](=[O:18])[C:10]2[C:15]([F:16])=[CH:14][CH:13]=[CH:12][C:11]=2[F:17])[CH:5]=[CH:6][CH:7]=1.[CH3:27][O:28][C:29]1[CH:34]=[CH:33][CH:32]=[C:31]([O:35][CH3:36])[C:30]=1B(O)O.C([O-])([O-])=O.[Na+].[Na+]. Product: [CH3:27][O:28][C:29]1[CH:34]=[CH:33][CH:32]=[C:31]([O:35][CH3:36])[C:30]=1[C:2]1[CH:3]=[C:4]([N:8]([CH2:19][C:20]([O:22][C:23]([CH3:26])([CH3:25])[CH3:24])=[O:21])[C:9](=[O:18])[C:10]2[C:15]([F:16])=[CH:14][CH:13]=[CH:12][C:11]=2[F:17])[CH:5]=[CH:6][CH:7]=1. The catalyst class is: 455. (3) Reactant: [CH2:1]([N:4]([CH2:8][CH2:9][CH3:10])[CH2:5][CH2:6][NH2:7])[CH2:2][CH3:3].Cl[C:12]1[N:13]=[N+:14]([O-:25])[C:15]2[C:24]3[CH2:23][CH2:22][CH2:21][C:20]=3[CH:19]=[CH:18][C:16]=2[N:17]=1. Product: [O-:25][N+:14]1[C:15]2[C:24]3[CH2:23][CH2:22][CH2:21][C:20]=3[CH:19]=[CH:18][C:16]=2[N:17]=[C:12]([NH:7][CH2:6][CH2:5][N:4]([CH2:8][CH2:9][CH3:10])[CH2:1][CH2:2][CH3:3])[N:13]=1. The catalyst class is: 57.